Dataset: Forward reaction prediction with 1.9M reactions from USPTO patents (1976-2016). Task: Predict the product of the given reaction. Given the reactants [CH3:1][O:2][C:3]1[CH:4]=[C:5]2[C:9](=[CH:10][C:11]=1[O:12][CH3:13])[N:8]([CH3:14])[CH:7]=[C:6]2[C:15]1[N:32](S(C2C=CC(C)=CC=2)(=O)=O)[C:18]2=[N:19][CH:20]=[CH:21][C:22]([CH2:23][NH:24][CH2:25][CH2:26][C:27]3[S:28][CH:29]=[CH:30][CH:31]=3)=[C:17]2[CH:16]=1.[OH-].[K+], predict the reaction product. The product is: [CH3:1][O:2][C:3]1[CH:4]=[C:5]2[C:9](=[CH:10][C:11]=1[O:12][CH3:13])[N:8]([CH3:14])[CH:7]=[C:6]2[C:15]1[NH:32][C:18]2=[N:19][CH:20]=[CH:21][C:22]([CH2:23][NH:24][CH2:25][CH2:26][C:27]3[S:28][CH:29]=[CH:30][CH:31]=3)=[C:17]2[CH:16]=1.